From a dataset of Forward reaction prediction with 1.9M reactions from USPTO patents (1976-2016). Predict the product of the given reaction. (1) Given the reactants [CH3:1][O:2][C:3]1[C:12]2[C:7](=[C:8]([NH2:13])[CH:9]=[CH:10][CH:11]=2)[N:6]=[CH:5][CH:4]=1.[C:14]1([S:20](Cl)(=[O:22])=[O:21])[CH:19]=[CH:18][CH:17]=[CH:16][CH:15]=1, predict the reaction product. The product is: [CH3:1][O:2][C:3]1[C:12]2[C:7](=[C:8]([NH:13][S:20]([C:14]3[CH:19]=[CH:18][CH:17]=[CH:16][CH:15]=3)(=[O:22])=[O:21])[CH:9]=[CH:10][CH:11]=2)[N:6]=[CH:5][CH:4]=1. (2) Given the reactants [C:1]1([C:7]#[C:8][C:9]2[S:10][C:11]([C:14]([OH:16])=O)=[CH:12][N:13]=2)[CH:6]=[CH:5][CH:4]=[CH:3][CH:2]=1.Cl.[F:18][C:19]1([F:25])[CH2:24][CH2:23][NH:22][CH2:21][CH2:20]1.C1CN([P+](ON2N=NC3C=CC=CC2=3)(N2CCCC2)N2CCCC2)CC1.F[P-](F)(F)(F)(F)F.C(N(CC)C(C)C)(C)C, predict the reaction product. The product is: [F:18][C:19]1([F:25])[CH2:24][CH2:23][N:22]([C:14]([C:11]2[S:10][C:9]([C:8]#[C:7][C:1]3[CH:2]=[CH:3][CH:4]=[CH:5][CH:6]=3)=[N:13][CH:12]=2)=[O:16])[CH2:21][CH2:20]1. (3) Given the reactants [Cl:1][C:2]1[C:11]([NH:12][C:13]([O:15][CH2:16][CH:17]=[CH2:18])=[O:14])=[CH:10][CH:9]=[CH:8][C:3]=1[C:4]([O:6]C)=O.[Cl:19][C:20]1[N:25]=[C:24]([CH3:26])[CH:23]=[CH:22][N:21]=1, predict the reaction product. The product is: [Cl:1][C:2]1[C:3](/[C:4](/[OH:6])=[CH:26]\[C:24]2[CH:23]=[CH:22][N:21]=[C:20]([Cl:19])[N:25]=2)=[CH:8][CH:9]=[CH:10][C:11]=1[NH:12][C:13](=[O:14])[O:15][CH2:16][CH:17]=[CH2:18]. (4) Given the reactants O=[C:2]1[C:8]2[CH:9]=[CH:10][C:11]([C:13]([OH:15])=[O:14])=[CH:12][C:7]=2[CH2:6][CH2:5][CH2:4][CH2:3]1.Cl.[CH2:17]([C:21]1[CH:26]=[CH:25][C:24]([C:27]2[CH:32]=[CH:31][CH:30]=[C:29]([NH:33]N)[C:28]=2[F:35])=[CH:23][CH:22]=1)[CH2:18][CH2:19][CH3:20].C(C1C=CC(B(O)O)=CC=1)CCC, predict the reaction product. The product is: [CH2:17]([C:21]1[CH:22]=[CH:23][C:24]([C:27]2[C:28]([F:35])=[C:29]3[C:30]([C:3]4[CH2:4][CH2:5][CH2:6][C:7]5[CH:12]=[C:11]([C:13]([OH:15])=[O:14])[CH:10]=[CH:9][C:8]=5[C:2]=4[NH:33]3)=[CH:31][CH:32]=2)=[CH:25][CH:26]=1)[CH2:18][CH2:19][CH3:20]. (5) Given the reactants COC1C=CC(C[NH:8][C:9]2[C:14]([C:15]3[N:16]=[N:17][S:18][C:19]=3[C:20]3[CH:25]=[CH:24][CH:23]=[C:22]([Cl:26])[C:21]=3[Cl:27])=[CH:13][C:12]([Br:28])=[CH:11][N:10]=2)=CC=1.C(O)(C(F)(F)F)=O, predict the reaction product. The product is: [Br:28][C:12]1[CH:13]=[C:14]([C:15]2[N:16]=[N:17][S:18][C:19]=2[C:20]2[CH:25]=[CH:24][CH:23]=[C:22]([Cl:26])[C:21]=2[Cl:27])[C:9]([NH2:8])=[N:10][CH:11]=1. (6) Given the reactants C([O:4][CH2:5][C:6]([N:8]1[CH2:13][CH2:12][CH:11]([C:14]2[CH:15]=[C:16]([C:23]3[CH:28]=[CH:27][C:26]([C:29]([F:32])([F:31])[F:30])=[CH:25][C:24]=3[CH2:33][N:34]3[C@@H:38]([CH3:39])[C@@H:37]([C:40]4[CH:45]=[C:44]([C:46]([F:49])([F:48])[F:47])[CH:43]=[C:42]([C:50]([F:53])([F:52])[F:51])[CH:41]=4)[O:36][C:35]3=[O:54])[C:17]([O:21][CH3:22])=[CH:18][C:19]=2[F:20])[CH2:10][CH2:9]1)=[O:7])(=O)C.C[O-].[Na+].O, predict the reaction product. The product is: [F:53][C:50]([F:51])([F:52])[C:42]1[CH:41]=[C:40]([C@H:37]2[O:36][C:35](=[O:54])[N:34]([CH2:33][C:24]3[CH:25]=[C:26]([C:29]([F:31])([F:32])[F:30])[CH:27]=[CH:28][C:23]=3[C:16]3[CH:15]=[C:14]([CH:11]4[CH2:10][CH2:9][N:8]([C:6](=[O:7])[CH2:5][OH:4])[CH2:13][CH2:12]4)[C:19]([F:20])=[CH:18][C:17]=3[O:21][CH3:22])[C@H:38]2[CH3:39])[CH:45]=[C:44]([C:46]([F:49])([F:48])[F:47])[CH:43]=1. (7) Given the reactants [CH3:1][O:2][C:3]([N:5]1[C@@H:13]2[C@@H:8]([C@@:9]([OH:23])([C:14]#[C:15][C:16]3[CH:17]=[C:18]([CH3:22])[CH:19]=[CH:20][CH:21]=3)[CH2:10][CH2:11][CH2:12]2)[CH2:7][CH2:6]1)=[O:4].[CH3:24][O:25][CH2:26][C:27](O)=[O:28], predict the reaction product. The product is: [CH3:1][O:2][C:3]([N:5]1[C@H:13]2[C@H:8]([C@:9]([O:23][C:27](=[O:28])[CH2:26][O:25][CH3:24])([C:14]#[C:15][C:16]3[CH:17]=[C:18]([CH3:22])[CH:19]=[CH:20][CH:21]=3)[CH2:10][CH2:11][CH2:12]2)[CH2:7][CH2:6]1)=[O:4].